From a dataset of Catalyst prediction with 721,799 reactions and 888 catalyst types from USPTO. Predict which catalyst facilitates the given reaction. Reactant: [BH4-].[Na+].[N:3]1[CH:8]=[CH:7][CH:6]=[C:5]([C:9]2[CH:14]=[CH:13][N:12]=[CH:11][CH:10]=2)[C:4]=1[C:15]1[CH:16]=[C:17]2[C:21](=[CH:22][CH:23]=1)[C:20](=[O:24])[CH2:19][CH2:18]2. The catalyst class is: 5. Product: [N:3]1[CH:8]=[CH:7][CH:6]=[C:5]([C:9]2[CH:10]=[CH:11][N:12]=[CH:13][CH:14]=2)[C:4]=1[C:15]1[CH:16]=[C:17]2[C:21](=[CH:22][CH:23]=1)[CH:20]([OH:24])[CH2:19][CH2:18]2.